From a dataset of Retrosynthesis with 50K atom-mapped reactions and 10 reaction types from USPTO. Predict the reactants needed to synthesize the given product. (1) Given the product CCC(NC(=O)Cc1ccccc1O)C(=O)OCC(C)C, predict the reactants needed to synthesize it. The reactants are: CCC(N)C(=O)OCC(C)C.O=C(O)Cc1ccccc1O. (2) Given the product NC(=O)COc1ccccc1, predict the reactants needed to synthesize it. The reactants are: O=C(Cl)COc1ccccc1.[NH4+]. (3) Given the product CCc1nc2c(cnn2CC)c(NC2CCOCC2)c1CNC(=O)CCC(=O)O, predict the reactants needed to synthesize it. The reactants are: CCc1nc2c(cnn2CC)c(NC2CCOCC2)c1CNC(=O)CCC(=O)OC. (4) Given the product COc1c(-c2ccc(SC)c(C)c2)cnn(-c2ccc(F)c(F)c2)c1=O, predict the reactants needed to synthesize it. The reactants are: COc1c(Br)cnn(-c2ccc(F)c(F)c2)c1=O.CSc1ccc(B(O)O)cc1C.